Dataset: Reaction yield outcomes from USPTO patents with 853,638 reactions. Task: Predict the reaction yield, written as a fraction of the theoretical maximum amount of product (1.0 means a 100% yield; for example, 0.34 means a 34% yield). (1) The reactants are [Br:1][C:2]1[CH:3]=[C:4]([Br:11])[C:5]2[N:6]([CH:8]=[CH:9][N:10]=2)[N:7]=1.[I:12]N1C(=O)CCC1=O. The catalyst is C(Cl)(Cl)Cl. The product is [Br:1][C:2]1[CH:3]=[C:4]([Br:11])[C:5]2[N:6]([C:8]([I:12])=[CH:9][N:10]=2)[N:7]=1. The yield is 0.520. (2) The catalyst is CN(C=O)C. The yield is 0.917. The product is [CH3:6][C:7]([Si:10]([CH3:12])([CH3:11])[O:14][CH2:15][CH2:16][C:17]1[O:18][CH:19]=[CH:20][CH:21]=1)([CH3:9])[CH3:8]. The reactants are N1C=CN=C1.[CH3:6][C:7]([Si:10](Cl)([CH3:12])[CH3:11])([CH3:9])[CH3:8].[OH:14][CH2:15][CH2:16][C:17]1[O:18][CH:19]=[CH:20][CH:21]=1.CCOCC.